Task: Predict which catalyst facilitates the given reaction.. Dataset: Catalyst prediction with 721,799 reactions and 888 catalyst types from USPTO (1) Reactant: Cl.[NH2:2][C:3]1[C:12]2[C:7](=[CH:8][C:9]([CH2:18][C@@H:19]([N:23]3[CH2:27][CH2:26][C@H:25]([NH:28][S:29]([C:32]4[S:36][C:35]([N:37]5[CH2:41][CH2:40][CH2:39][CH2:38]5)=[N:34][CH:33]=4)(=[O:31])=[O:30])[C:24]3=[O:42])[C:20]([OH:22])=[O:21])=[C:10]([O:13][C:14]([F:17])([F:16])[F:15])[CH:11]=2)[CH:6]=[CH:5][N:4]=1.C(=O)([O-])[O-].[K+].[K+].[C:49](=[O:60])([O:53][CH:54]1[CH2:59][CH2:58][CH2:57][CH2:56][CH2:55]1)[O:50][CH2:51]Cl.[I-].[K+]. Product: [NH2:2][C:3]1[C:12]2[C:7](=[CH:8][C:9]([CH2:18][C@@H:19]([N:23]3[CH2:27][CH2:26][C@H:25]([NH:28][S:29]([C:32]4[S:36][C:35]([N:37]5[CH2:41][CH2:40][CH2:39][CH2:38]5)=[N:34][CH:33]=4)(=[O:31])=[O:30])[C:24]3=[O:42])[C:20]([O:22][CH2:51][O:50][C:49]([O:53][CH:54]3[CH2:59][CH2:58][CH2:57][CH2:56][CH2:55]3)=[O:60])=[O:21])=[C:10]([O:13][C:14]([F:15])([F:17])[F:16])[CH:11]=2)[CH:6]=[CH:5][N:4]=1. The catalyst class is: 18. (2) Reactant: [S:1](=[O:30])(=[O:29])([O:3][CH2:4][C@H:5]1[CH2:9][C@@H:8]([NH:10][C:11]2[N:16]3[N:17]=[C:18]([C:20]4[CH:25]=[CH:24][CH:23]=[CH:22][N:21]=4)[CH:19]=[C:15]3[N:14]=[C:13](Cl)[CH:12]=2)[C@H:7]([OH:27])[C@@H:6]1[OH:28])[NH2:2].CO. Product: [S:1](=[O:30])(=[O:29])([O:3][CH2:4][C@H:5]1[CH2:9][C@@H:8]([NH:10][C:11]2[N:16]3[N:17]=[C:18]([C:20]4[CH:25]=[CH:24][CH:23]=[CH:22][N:21]=4)[CH:19]=[C:15]3[N:14]=[CH:13][CH:12]=2)[C@H:7]([OH:27])[C@@H:6]1[OH:28])[NH2:2]. The catalyst class is: 45. (3) Reactant: C([O:5][C:6]([CH:8]1[CH:12]([C:13]2[CH:18]=[CH:17][CH:16]=[C:15]([Cl:19])[C:14]=2[F:20])[C:11]([C:23]2[CH:28]=[CH:27][C:26]([Cl:29])=[CH:25][CH:24]=2)([C:21]#[N:22])[CH:10]([CH2:30][CH:31]2[CH2:35][CH2:34][CH2:33][CH2:32]2)[NH:9]1)=[O:7])(C)(C)C.[F:36][C:37]([F:42])([F:41])[C:38]([OH:40])=[O:39]. Product: [F:36][C:37]([F:42])([F:41])[C:38]([OH:40])=[O:39].[Cl:19][C:15]1[C:14]([F:20])=[C:13]([CH:12]2[C:11]([C:23]3[CH:28]=[CH:27][C:26]([Cl:29])=[CH:25][CH:24]=3)([C:21]#[N:22])[CH:10]([CH2:30][CH:31]3[CH2:35][CH2:34][CH2:33][CH2:32]3)[NH:9][CH:8]2[C:6]([OH:7])=[O:5])[CH:18]=[CH:17][CH:16]=1. The catalyst class is: 4.